From a dataset of KCNQ2 potassium channel screen with 302,405 compounds. Binary Classification. Given a drug SMILES string, predict its activity (active/inactive) in a high-throughput screening assay against a specified biological target. (1) The molecule is O=C1NCCN(C1CC(=O)N(Cc1n(ccn1)C)C)CC(c1ccccc1)c1ccccc1. The result is 0 (inactive). (2) The molecule is S(=O)(=O)(N(C)C)c1cc(c2n(c3c(OC)ccc(OC)c3)c(SCC)nn2)ccc1. The result is 0 (inactive).